From a dataset of Full USPTO retrosynthesis dataset with 1.9M reactions from patents (1976-2016). Predict the reactants needed to synthesize the given product. (1) Given the product [N:8]1([C:4]2[N:5]=[CH:6][N:7]=[C:2]([NH:1][C:24]3[S:25][C:26]([C:29]#[N:30])=[CH:27][N:28]=3)[CH:3]=2)[CH2:9][CH2:10][NH:11][CH2:12][CH2:13]1, predict the reactants needed to synthesize it. The reactants are: [NH2:1][C:2]1[N:7]=[CH:6][N:5]=[C:4]([N:8]2[CH2:13][CH2:12][N:11](C(OC(C)(C)C)=O)[CH2:10][CH2:9]2)[CH:3]=1.[H-].[Na+].Cl[C:24]1[S:25][C:26]([C:29]#[N:30])=[CH:27][N:28]=1. (2) Given the product [CH3:1][S:2]([O:5][C:6]1[CH:7]=[CH:8][C:9]([C:12]2([C:20]3[CH:25]=[CH:24][C:23]([F:26])=[C:22]([CH:27]4[CH2:32][CH2:31][CH2:30][CH2:29][CH2:28]4)[CH:21]=3)[C:16](=[O:17])[N:15]([CH3:18])[C:14]([NH2:19])=[N:13]2)=[CH:10][CH:11]=1)(=[O:3])=[O:4], predict the reactants needed to synthesize it. The reactants are: [CH3:1][S:2]([O:5][C:6]1[CH:11]=[CH:10][C:9]([C:12]2([C:20]3[CH:25]=[CH:24][C:23]([F:26])=[C:22]([C:27]4[CH2:32][CH2:31][CH2:30][CH2:29][CH:28]=4)[CH:21]=3)[C:16](=[O:17])[N:15]([CH3:18])[C:14]([NH2:19])=[N:13]2)=[CH:8][CH:7]=1)(=[O:4])=[O:3]. (3) Given the product [Cl:36][C:33]1[CH:32]=[CH:31][C:30]([C:27]2[S:28][CH:29]=[C:25]([CH2:24][S:23][C:4]3[C:5]([C:21]#[N:22])=[C:6]([C:11]4[CH:12]=[CH:13][C:14]([O:17][CH2:18][CH2:19][OH:20])=[CH:15][CH:16]=4)[C:7]4[C:8](=[O:9])[NH:10][CH:38]([CH3:39])[NH:1][C:2]=4[N:3]=3)[N:26]=2)=[CH:35][CH:34]=1, predict the reactants needed to synthesize it. The reactants are: [NH2:1][C:2]1[C:7]([C:8]([NH2:10])=[O:9])=[C:6]([C:11]2[CH:16]=[CH:15][C:14]([O:17][CH2:18][CH2:19][OH:20])=[CH:13][CH:12]=2)[C:5]([C:21]#[N:22])=[C:4]([S:23][CH2:24][C:25]2[N:26]=[C:27]([C:30]3[CH:35]=[CH:34][C:33]([Cl:36])=[CH:32][CH:31]=3)[S:28][CH:29]=2)[N:3]=1.O.[C:38]1(C)C=CC(S(O)(=O)=O)=C[CH:39]=1.CO. (4) Given the product [Cl:58][C:40]1[N:29]2[CH:30]=[CH:31][C:32]([C:34]3[CH:35]=[N:36][CH:37]=[CH:38][CH:39]=3)=[CH:33][C:28]2=[N:27][C:26]=1[NH:25][C:23]([NH:22][CH2:20][CH3:21])=[O:24], predict the reactants needed to synthesize it. The reactants are: ON1C2N=CC=CC=2N=N1.C(N(C(C)C)CC)(C)C.[CH2:20]([NH:22][C:23]([NH:25][C:26]1[N:27]=[C:28]2[CH:33]=[C:32]([C:34]3[CH:35]=[N:36][CH:37]=[CH:38][CH:39]=3)[CH:31]=[CH:30][N:29]2[CH:40]=1)=[O:24])[CH3:21].C(O)(=O)C(C)C.CCN=C=NCCCN(C)C.[ClH:58].